This data is from Forward reaction prediction with 1.9M reactions from USPTO patents (1976-2016). The task is: Predict the product of the given reaction. (1) The product is: [F:20][C:16]1[CH:15]=[C:14]([CH:6]([NH:5][C:3]([CH2:2][NH:1][C:26]([C:23]2[CH:24]=[CH:25][S:21][CH:22]=2)=[O:27])=[O:4])[C:7]2[CH:12]=[CH:11][CH:10]=[C:9]([F:13])[CH:8]=2)[CH:19]=[CH:18][CH:17]=1. Given the reactants [NH2:1][CH2:2][C:3]([NH:5][CH:6]([C:14]1[CH:19]=[CH:18][CH:17]=[C:16]([F:20])[CH:15]=1)[C:7]1[CH:12]=[CH:11][CH:10]=[C:9]([F:13])[CH:8]=1)=[O:4].[S:21]1[CH:25]=[CH:24][C:23]([C:26](O)=[O:27])=[CH:22]1, predict the reaction product. (2) Given the reactants [NH2:1][C:2]1[N:7]=[CH:6][N:5]=[C:4]2[N:8]([CH2:12][C:13]3[O:14][C:15]4[C:20]([C:21](=[O:29])[C:22]=3[C:23]3[CH:28]=[CH:27][CH:26]=[CH:25][CH:24]=3)=[CH:19][CH:18]=[CH:17][CH:16]=4)[N:9]=[C:10](I)[C:3]=12.[CH2:30]([OH:33])[C:31]#[CH:32].ClCCl, predict the reaction product. The product is: [NH2:1][C:2]1[N:7]=[CH:6][N:5]=[C:4]2[N:8]([CH2:12][C:13]3[O:14][C:15]4[C:20]([C:21](=[O:29])[C:22]=3[C:23]3[CH:28]=[CH:27][CH:26]=[CH:25][CH:24]=3)=[CH:19][CH:18]=[CH:17][CH:16]=4)[N:9]=[C:10]([C:32]#[C:31][CH2:30][OH:33])[C:3]=12.